This data is from Experimentally validated miRNA-target interactions with 360,000+ pairs, plus equal number of negative samples. The task is: Binary Classification. Given a miRNA mature sequence and a target amino acid sequence, predict their likelihood of interaction. (1) The protein sequence of the target gene is MDRVTRYPILGIPQAHRGTGLVLDGDTSYTYHLVCMGPEASGWGQDEPQTWPTDHRAQQGVQRQGVSYSVHAYTGQPSPRGLHSENREDEGWQVYRLGARDAHQGRPTWALRPEDGEDKEMKTYRLDAGDADPRRLCDLERERWAVIQGQAVRKSSTVATLQGTPDHGDPRTPGPPRSTPLEENVVDREQIDFLAARQQFLSLEQANKGAPHSSPARGTPAGTTPGASQAPKAFNKPHLANGHVVPIKPQVKGVVREENKVRAVPTWASVQVVDDPGSLASVESPGTPKETPIEREIRLA.... The miRNA is mmu-miR-7020-3p with sequence AACCCCUCUCUUCUCUCCCAG. Result: 0 (no interaction). (2) The miRNA is mmu-miR-3470b with sequence UCACUCUGUAGACCAGGCUGG. The protein sequence of the target gene is MSWRRAASVGRRLVASGRILAGRRGAAGAAGSGMGNSTSSFWGKSTTTPVNQIQETISNNCVVIFSKTSCSYCSMAKKIFHDMNVNYKAVELDMLEYGNQFQDALHKMTGERTVPRIFVNGRFIGGAADTHRLHKEGKLLPLVHQCYLKKKQEERH. Result: 1 (interaction). (3) The miRNA is hsa-miR-5010-5p with sequence AGGGGGAUGGCAGAGCAAAAUU. The protein sequence of the target gene is MYRARAARAGPEPGSPGRFGILSTGQLRDLLQDEPKLDRIVRLSRKFQGLQLEREACLASNYALAKENLALRPRLEMGRAALAIKYQELREVAENCADKLQRLEESMHRWSPHCALGWLQAELEEAEQEAEEQMEQLLLGEQSLEAFLPAFQRGRALAHLRRTQAEKLQELLRRRERSAQPAPTSAADPPKSFPAAAVLPTGAARGPPAVPRSLPPLDSRPVPPLKGSPGCPLGPAPLLSPRPSQPEPPHR. Result: 1 (interaction).